Dataset: Forward reaction prediction with 1.9M reactions from USPTO patents (1976-2016). Task: Predict the product of the given reaction. Given the reactants [Cl:1][C:2]1[CH:3]=[CH:4][C:5]([C:9]2[N:13]([CH2:14][CH:15]3[CH2:20][CH2:19][CH2:18][CH2:17][CH2:16]3)[C:12]3[CH:21]=[C:22]([F:26])[C:23]([F:25])=[CH:24][C:11]=3[N:10]=2)=[C:6]([OH:8])[CH:7]=1.Br[CH2:28][CH:29]1[CH2:31][CH2:30]1, predict the reaction product. The product is: [Cl:1][C:2]1[CH:3]=[CH:4][C:5]([C:9]2[N:13]([CH2:14][CH:15]3[CH2:16][CH2:17][CH2:18][CH2:19][CH2:20]3)[C:12]3[CH:21]=[C:22]([F:26])[C:23]([F:25])=[CH:24][C:11]=3[N:10]=2)=[C:6]([O:8][CH2:28][CH:29]2[CH2:31][CH2:30]2)[CH:7]=1.